From a dataset of Full USPTO retrosynthesis dataset with 1.9M reactions from patents (1976-2016). Predict the reactants needed to synthesize the given product. (1) Given the product [OH:9][CH2:8][CH2:7][C:6]([CH3:11])([CH3:12])[CH2:5][C:4]([O:3][CH2:1][CH3:2])=[O:13], predict the reactants needed to synthesize it. The reactants are: [CH2:1]([O:3][C:4](=[O:13])[CH2:5][C:6]([CH3:12])([CH3:11])[CH2:7][C:8](O)=[O:9])[CH3:2].B.C1COCC1.CO. (2) Given the product [F:41][C:42]([F:48])([F:47])[S:43]([O-:46])(=[O:45])=[O:44].[C:9]1([S+:7]([C:1]2[CH:2]=[CH:3][CH:4]=[CH:5][CH:6]=2)[C:25]2[CH:24]=[CH:23][C:22]([O:21][C:15]3[CH:16]=[CH:17][CH:18]=[CH:19][CH:20]=3)=[CH:27][CH:26]=2)[CH:10]=[CH:11][CH:12]=[CH:13][CH:14]=1, predict the reactants needed to synthesize it. The reactants are: [C:1]1([S:7]([C:9]2[CH:14]=[CH:13][CH:12]=[CH:11][CH:10]=2)=O)[CH:6]=[CH:5][CH:4]=[CH:3][CH:2]=1.[C:15]1([O:21][C:22]2[CH:27]=[CH:26][CH:25]=[CH:24][CH:23]=2)[CH:20]=[CH:19][CH:18]=[CH:17][CH:16]=1.FC(F)(F)C(OC(=O)C(F)(F)F)=O.[F:41][C:42]([F:48])([F:47])[S:43]([OH:46])(=[O:45])=[O:44]. (3) Given the product [F:14][C:13]([F:16])([F:15])[C:10]1[CH:9]=[C:4]2[C:3]([CH2:8][O:7][C:5]2=[O:6])=[CH:12][CH:11]=1, predict the reactants needed to synthesize it. The reactants are: OC[C:3]1[CH:12]=[CH:11][C:10]([C:13]([F:16])([F:15])[F:14])=[CH:9][C:4]=1[C:5]([O:7][CH3:8])=[O:6].C(N(CC)CC)C.[C]=O.